From a dataset of Peptide-MHC class I binding affinity with 185,985 pairs from IEDB/IMGT. Regression. Given a peptide amino acid sequence and an MHC pseudo amino acid sequence, predict their binding affinity value. This is MHC class I binding data. (1) The peptide sequence is RIFPTAFEF. The MHC is Mamu-B3901 with pseudo-sequence Mamu-B3901. The binding affinity (normalized) is 0.427. (2) The peptide sequence is RMIAISAKV. The MHC is HLA-A02:06 with pseudo-sequence HLA-A02:06. The binding affinity (normalized) is 1.00. (3) The peptide sequence is IAMESIVIW. The MHC is HLA-B08:01 with pseudo-sequence HLA-B08:01. The binding affinity (normalized) is 0.205. (4) The peptide sequence is AMYVAIQAV. The MHC is HLA-A02:02 with pseudo-sequence HLA-A02:02. The binding affinity (normalized) is 0.966. (5) The peptide sequence is NTDAFSREY. The MHC is HLA-A01:01 with pseudo-sequence HLA-A01:01. The binding affinity (normalized) is 0.820. (6) The peptide sequence is EYRLKGESR. The MHC is HLA-A33:01 with pseudo-sequence HLA-A33:01. The binding affinity (normalized) is 0.729. (7) The peptide sequence is KIGEVIGPK. The MHC is HLA-B18:01 with pseudo-sequence HLA-B18:01. The binding affinity (normalized) is 0.0847. (8) The peptide sequence is ITQKGIIFIL. The MHC is HLA-B08:01 with pseudo-sequence HLA-B08:01. The binding affinity (normalized) is 0.412. (9) The peptide sequence is KLHCTERSL. The MHC is HLA-A26:01 with pseudo-sequence HLA-A26:01. The binding affinity (normalized) is 0.0847.